This data is from Forward reaction prediction with 1.9M reactions from USPTO patents (1976-2016). The task is: Predict the product of the given reaction. (1) Given the reactants BrC1C=CC([NH:8][C:9]2[N:14]=[C:13](Cl)[N:12]=[C:11]([C:16]3[CH:21]=[C:20]([Cl:22])[CH:19]=[CH:18][C:17]=3[CH3:23])[N:10]=2)=CC=1.[CH2:24]([Mg]Br)[CH3:25], predict the reaction product. The product is: [Cl:22][C:20]1[CH:19]=[CH:18][C:17]([CH3:23])=[C:16]([C:11]2[N:12]=[C:13]([CH2:24][CH3:25])[N:14]=[C:9]([NH2:8])[N:10]=2)[CH:21]=1. (2) Given the reactants [Cl:1][C:2]1[CH:32]=[CH:31][C:5]([CH2:6][NH:7][C:8](=[O:30])[CH2:9][C@@H:10]2[CH2:21][CH:20]=[CH:19][CH2:18][CH2:17][C:16](=[O:22])[O:15][C@H:14]([C:23]3[CH:28]=[CH:27][CH:26]=[CH:25][CH:24]=3)[CH2:13][NH:12][C:11]2=[O:29])=[CH:4][CH:3]=1.C1C=C(Cl)C=C(C(OO)=[O:41])C=1, predict the reaction product. The product is: [Cl:1][C:2]1[CH:3]=[CH:4][C:5]([CH2:6][NH:7][C:8](=[O:30])[CH2:9][C@@H:10]2[CH2:21][C@@H:20]3[C@H:19]([O:41]3)[CH2:18][CH2:17][C:16](=[O:22])[O:15][C@H:14]([C:23]3[CH:24]=[CH:25][CH:26]=[CH:27][CH:28]=3)[CH2:13][NH:12][C:11]2=[O:29])=[CH:31][CH:32]=1.